From a dataset of Full USPTO retrosynthesis dataset with 1.9M reactions from patents (1976-2016). Predict the reactants needed to synthesize the given product. The reactants are: Br[CH2:2][C:3]1[O:4][C:5](=[O:10])[O:6][C:7]=1[CH2:8][Br:9].C([O-])=[O:12].[K+]. Given the product [Br:9][CH2:8][C:7]1[O:6][C:5](=[O:10])[O:4][C:3]=1[CH2:2][OH:12], predict the reactants needed to synthesize it.